This data is from Forward reaction prediction with 1.9M reactions from USPTO patents (1976-2016). The task is: Predict the product of the given reaction. (1) Given the reactants [S:1]1[C:5]2[CH:6]=[CH:7][CH:8]=[CH:9][C:4]=2[C:3]([NH:10][CH2:11][CH2:12][NH:13][C:14]([CH:16]2[CH2:21][CH2:20][CH2:19][NH:18][CH2:17]2)=[O:15])=[N:2]1.C(N(C(C)C)CC)(C)C.[Cl:31][C:32]1[CH:33]=[C:34]([CH:38]=[C:39]([Cl:41])[CH:40]=1)[C:35](Cl)=[O:36], predict the reaction product. The product is: [S:1]1[C:5]2[CH:6]=[CH:7][CH:8]=[CH:9][C:4]=2[C:3]([NH:10][CH2:11][CH2:12][NH:13][C:14]([CH:16]2[CH2:21][CH2:20][CH2:19][N:18]([C:35](=[O:36])[C:34]3[CH:33]=[C:32]([Cl:31])[CH:40]=[C:39]([Cl:41])[CH:38]=3)[CH2:17]2)=[O:15])=[N:2]1. (2) Given the reactants [C:1]([C:3]1[C:4]([N:18]2[CH2:23][CH2:22][CH:21]([C:24]([OH:26])=O)[CH2:20][CH2:19]2)=[N:5][C:6]([C:14]([F:17])([F:16])[F:15])=[C:7]([C:9]([O:11][CH2:12][CH3:13])=[O:10])[CH:8]=1)#[N:2].[Cl:27][C:28]1[S:32][C:31]([S:33]([NH2:36])(=[O:35])=[O:34])=[CH:30][CH:29]=1, predict the reaction product. The product is: [Cl:27][C:28]1[S:32][C:31]([S:33]([NH:36][C:24]([CH:21]2[CH2:22][CH2:23][N:18]([C:4]3[C:3]([C:1]#[N:2])=[CH:8][C:7]([C:9]([O:11][CH2:12][CH3:13])=[O:10])=[C:6]([C:14]([F:16])([F:17])[F:15])[N:5]=3)[CH2:19][CH2:20]2)=[O:26])(=[O:35])=[O:34])=[CH:30][CH:29]=1.